Predict the reactants needed to synthesize the given product. From a dataset of Full USPTO retrosynthesis dataset with 1.9M reactions from patents (1976-2016). (1) Given the product [CH2:28]([N:7]([CH2:6][CH2:5][C:4]([O:3][CH2:1][CH3:2])=[O:21])[CH2:8][CH:9]([C:15]1[CH:16]=[CH:17][CH:18]=[CH:19][CH:20]=1)[C:10]([O:12][CH2:13][CH3:14])=[O:11])[C:29]1[CH:34]=[CH:33][CH:32]=[CH:31][CH:30]=1, predict the reactants needed to synthesize it. The reactants are: [CH2:1]([O:3][C:4](=[O:21])[CH2:5][CH2:6][NH:7][CH2:8][CH:9]([C:15]1[CH:20]=[CH:19][CH:18]=[CH:17][CH:16]=1)[C:10]([O:12][CH2:13][CH3:14])=[O:11])[CH3:2].C(=O)([O-])[O-].[Na+].[Na+].[CH2:28](Br)[C:29]1[CH:34]=[CH:33][CH:32]=[CH:31][CH:30]=1.O. (2) Given the product [C:1]([OH:6])(=[O:5])[C:2]([OH:4])=[O:3].[F:31][C:32]1[CH:37]=[CH:36][C:35]([C:8]2[CH:28]=[CH:27][C:11]([CH2:12][CH:13]3[C:22]4[C:17](=[CH:18][C:19]([O:25][CH3:26])=[C:20]([O:23][CH3:24])[CH:21]=4)[CH2:16][CH2:15][NH:14]3)=[CH:10][CH:9]=2)=[CH:34][CH:33]=1, predict the reactants needed to synthesize it. The reactants are: [C:1]([OH:6])(=[O:5])[C:2]([OH:4])=[O:3].Br[C:8]1[CH:28]=[CH:27][C:11]([CH2:12][CH:13]2[C:22]3[C:17](=[CH:18][C:19]([O:25][CH3:26])=[C:20]([O:23][CH3:24])[CH:21]=3)[CH2:16][CH2:15][NH:14]2)=[CH:10][CH:9]=1.[OH-].[Na+].[F:31][C:32]1[CH:37]=[CH:36][C:35](B(O)O)=[CH:34][CH:33]=1.C1C=CC(P(C2C=CC=CC=2)C2C=CC=CC=2)=CC=1.C([O-])([O-])=O.[Na+].[Na+].O.O.C(O)(=O)C(O)=O. (3) Given the product [C:12]([O:16][C:17]([N:19]1[CH2:24][CH2:23][CH:22]([NH:25][C:3]2[O:4][C:5]3[CH:6]=[N:7][CH:8]=[CH:9][C:10]=3[N:11]=2)[CH2:21][CH2:20]1)=[O:18])([CH3:15])([CH3:13])[CH3:14], predict the reactants needed to synthesize it. The reactants are: CS[C:3]1[O:4][C:5]2[CH:6]=[N:7][CH:8]=[CH:9][C:10]=2[N:11]=1.[C:12]([O:16][C:17]([N:19]1[CH2:24][CH2:23][CH:22]([NH2:25])[CH2:21][CH2:20]1)=[O:18])([CH3:15])([CH3:14])[CH3:13].C(=O)([O-])O.[Na+]. (4) The reactants are: [NH2:1][C:2]1[CH:3]=[CH:4][C:5]([F:20])=[C:6]([C@:8]2([CH3:19])[CH2:13][C@@H:12]([C:14]([F:17])([F:16])[F:15])[O:11][C:10]([NH2:18])=[N:9]2)[CH:7]=1.[CH2:21]([O:24][C:25]1[N:26]=[CH:27][C:28]([C:31](O)=[O:32])=[N:29][CH:30]=1)[C:22]#[CH:23]. Given the product [NH2:18][C:10]1[O:11][C@H:12]([C:14]([F:16])([F:17])[F:15])[CH2:13][C@:8]([C:6]2[CH:7]=[C:2]([NH:1][C:31]([C:28]3[CH:27]=[N:26][C:25]([O:24][CH2:21][C:22]#[CH:23])=[CH:30][N:29]=3)=[O:32])[CH:3]=[CH:4][C:5]=2[F:20])([CH3:19])[N:9]=1, predict the reactants needed to synthesize it. (5) Given the product [CH3:25][Si:26]([CH3:31])([CH3:30])[CH2:27][CH2:28][O:29][C:2]1[CH:3]=[CH:4][C:5]([S:12]([N:19]2[CH2:20][CH2:21][CH2:24][C@H:22]2[CH3:23])(=[O:14])=[O:13])=[C:6]2[C:11]=1[N:10]=[CH:9][CH:8]=[CH:7]2, predict the reactants needed to synthesize it. The reactants are: F[C:2]1[C:11]2[N:10]=[CH:9][CH:8]=[CH:7][C:6]=2[C:5]([S:12](Cl)(=[O:14])=[O:13])=[CH:4][CH:3]=1.C([N:19]([CH:22]([CH3:24])[CH3:23])[CH2:20][CH3:21])(C)C.[CH3:25][Si:26]([CH3:31])([CH3:30])[CH2:27][CH2:28][OH:29].[H-].[Na+]. (6) The reactants are: I[C:2]1[CH:12]=[CH:11][C:5]([C:6]([O:8][CH2:9][CH3:10])=[O:7])=[CH:4][CH:3]=1.[CH:13](/B(O)O)=[CH:14]\[C:15]1[CH:20]=[CH:19][CH:18]=[CH:17][CH:16]=1. Given the product [CH:13](/[C:2]1[CH:12]=[CH:11][C:5]([C:6]([O:8][CH2:9][CH3:10])=[O:7])=[CH:4][CH:3]=1)=[CH:14]\[C:15]1[CH:20]=[CH:19][CH:18]=[CH:17][CH:16]=1, predict the reactants needed to synthesize it. (7) Given the product [Br:1][C:2]1[CH:3]=[C:4]2[C:5]([CH:8]=[C:9]([CH3:10])[NH:12]2)=[CH:6][CH:7]=1, predict the reactants needed to synthesize it. The reactants are: [Br:1][C:2]1[CH:7]=[CH:6][C:5]([CH2:8][C:9](=O)[CH3:10])=[C:4]([N+:12]([O-])=O)[CH:3]=1.[C]=O.FC1C=CC([N+]([O-])=O)=C(CC(=O)C)C=1. (8) Given the product [Br:14][CH2:13][CH2:12][CH2:11][CH2:10][CH2:9][CH2:8][CH2:7][CH2:6][CH2:5][CH2:4][CH2:3][CH2:2][N:19]1[C:15](=[O:25])[C:16]2[C:17](=[CH:21][CH:22]=[CH:23][CH:24]=2)[C:18]1=[O:20], predict the reactants needed to synthesize it. The reactants are: Br[CH2:2][CH2:3][CH2:4][CH2:5][CH2:6][CH2:7][CH2:8][CH2:9][CH2:10][CH2:11][CH2:12][CH2:13][Br:14].[C:15]1(=[O:25])[NH:19][C:18](=[O:20])[C:17]2=[CH:21][CH:22]=[CH:23][CH:24]=[C:16]12.[K].CN(C)C=O.O. (9) The reactants are: [OH:1][CH:2]1[CH2:5][N:4]([C:6]([N:8]2[CH2:13][CH:12]([C:14]3[CH:19]=[CH:18][C:17]([C:20]([F:23])([F:22])[F:21])=[CH:16][CH:15]=3)[CH2:11][CH:10]([C:24]([OH:26])=O)[CH2:9]2)=[O:7])[CH2:3]1.O[NH:28][C:29](=[NH:33])[CH:30]([CH3:32])[CH3:31]. Given the product [OH:1][CH:2]1[CH2:3][N:4]([C:6]([N:8]2[CH2:13][CH:12]([C:14]3[CH:19]=[CH:18][C:17]([C:20]([F:22])([F:21])[F:23])=[CH:16][CH:15]=3)[CH2:11][CH:10]([C:24]3[O:26][N:33]=[C:29]([CH:30]([CH3:32])[CH3:31])[N:28]=3)[CH2:9]2)=[O:7])[CH2:5]1, predict the reactants needed to synthesize it. (10) Given the product [Cl:1][C:2]1[CH:7]=[CH:6][CH:5]=[CH:4][C:3]=1[N:8]1[C:17](=[O:18])[C:16]2[C:11](=[CH:12][CH:13]=[CH:14][CH:15]=2)[N:10]=[C:9]1[CH:19]=[CH:22][N:23]([CH3:25])[CH3:24], predict the reactants needed to synthesize it. The reactants are: [Cl:1][C:2]1[CH:7]=[CH:6][CH:5]=[CH:4][C:3]=1[N:8]1[C:17](=[O:18])[C:16]2[C:11](=[CH:12][CH:13]=[CH:14][CH:15]=2)[N:10]=[C:9]1[CH3:19].CO[CH:22](OC)[N:23]([CH3:25])[CH3:24].